This data is from Full USPTO retrosynthesis dataset with 1.9M reactions from patents (1976-2016). The task is: Predict the reactants needed to synthesize the given product. (1) Given the product [F:1][C:2]1[CH:10]=[CH:9][C:8]2[N:7]([C:11]3[C:12]([CH2:17][OH:18])=[N:13][N:14]([CH3:16])[CH:15]=3)[C:6]3[CH:20]=[N:21][NH:22][C:5]=3[C:4]=2[CH:3]=1, predict the reactants needed to synthesize it. The reactants are: [F:1][C:2]1[CH:10]=[CH:9][C:8]2[N:7]([C:11]3[C:12]([C:17](O)=[O:18])=[N:13][N:14]([CH3:16])[CH:15]=3)[C:6]3[CH:20]=[N:21][N:22](C4CCCCO4)[C:5]=3[C:4]=2[CH:3]=1.C1COCC1.[H-].[Al+3].[Li+].[H-].[H-].[H-]. (2) Given the product [O:1]([C:8]1[CH:9]=[CH:10][C:11]([NH:12][C:24](=[O:25])[CH2:23][Cl:22])=[CH:13][CH:14]=1)[C:2]1[CH:3]=[CH:4][CH:5]=[CH:6][CH:7]=1, predict the reactants needed to synthesize it. The reactants are: [O:1]([C:8]1[CH:14]=[CH:13][C:11]([NH2:12])=[CH:10][CH:9]=1)[C:2]1[CH:7]=[CH:6][CH:5]=[CH:4][CH:3]=1.C(N(CC)CC)C.[Cl:22][CH2:23][C:24](Cl)=[O:25].